From a dataset of Reaction yield outcomes from USPTO patents with 853,638 reactions. Predict the reaction yield, written as a fraction of the theoretical maximum amount of product (1.0 means a 100% yield; for example, 0.34 means a 34% yield). (1) No catalyst specified. The yield is 0.370. The product is [C:1]([O:4][C@H:5]1[C@@H:10]([O:11][C:12](=[O:14])[CH3:13])[C@H:9]([O:15][C:16](=[O:18])[CH3:17])[C@@H:8]([O:19]/[C:20](/[C:29]([O:31][CH2:32][CH3:33])=[O:30])=[CH:21]\[C:22]2[CH:27]=[CH:26][CH:25]=[CH:24][CH:23]=2)[O:7][C@H:6]1[CH2:34][O:35][C:36](=[O:38])[CH3:37])(=[O:3])[CH3:2]. The reactants are [C:1]([O:4][C@@H:5]1[C@@H:10]([O:11][C:12](=[O:14])[CH3:13])[C@H:9]([O:15][C:16](=[O:18])[CH3:17])[C@@H:8]([O:19]/[C:20](/[C:29]([O:31][CH2:32][CH3:33])=[O:30])=[CH:21]\[C:22]2[CH:27]=[CH:26][CH:25]=[CH:24][C:23]=2F)[O:7][C@H:6]1[CH2:34][O:35][C:36](=[O:38])[CH3:37])(=[O:3])[CH3:2].C1(CC(=O)C(OCC)=O)C=CC=CC=1.[H-].[Na+].[Br-].C(O[C@@H]1[C@@H](OC(=O)C)[C@@H](OC(=O)C)[C@@H](COC(=O)C)O[C@@H]1O)(=O)C. (2) The reactants are O1CCCC1.[S:6]([CH2:9][CH2:10][CH2:11][CH2:12][CH2:13][O:14][C:15]1[CH:20]=[CH:19][C:18]([CH3:21])=[C:17]([S:22][CH2:23][C:24]([F:27])([F:26])[F:25])[CH:16]=1)C#N.[F:28][C:29]([Si](C)(C)C)([F:31])[F:30].C([N+](CCCC)(CCCC)CCCC)CCC. The catalyst is C(OCC)(=O)C.CCCCCC. The product is [F:28][C:29]([F:31])([F:30])[S:6][CH2:9][CH2:10][CH2:11][CH2:12][CH2:13][O:14][C:15]1[CH:20]=[CH:19][C:18]([CH3:21])=[C:17]([S:22][CH2:23][C:24]([F:27])([F:25])[F:26])[CH:16]=1. The yield is 0.770.